This data is from NCI-60 drug combinations with 297,098 pairs across 59 cell lines. The task is: Regression. Given two drug SMILES strings and cell line genomic features, predict the synergy score measuring deviation from expected non-interaction effect. (1) Drug 1: CN(C)C1=NC(=NC(=N1)N(C)C)N(C)C. Drug 2: CN1C(=O)N2C=NC(=C2N=N1)C(=O)N. Cell line: HOP-62. Synergy scores: CSS=0.310, Synergy_ZIP=5.45, Synergy_Bliss=12.2, Synergy_Loewe=2.63, Synergy_HSA=3.74. (2) Drug 1: CN1CCC(CC1)COC2=C(C=C3C(=C2)N=CN=C3NC4=C(C=C(C=C4)Br)F)OC. Drug 2: B(C(CC(C)C)NC(=O)C(CC1=CC=CC=C1)NC(=O)C2=NC=CN=C2)(O)O. Cell line: SK-OV-3. Synergy scores: CSS=15.5, Synergy_ZIP=-7.43, Synergy_Bliss=-1.90, Synergy_Loewe=-1.54, Synergy_HSA=-1.57. (3) Drug 1: CC1=C(C=C(C=C1)NC2=NC=CC(=N2)N(C)C3=CC4=NN(C(=C4C=C3)C)C)S(=O)(=O)N.Cl. Drug 2: CCN(CC)CCCC(C)NC1=C2C=C(C=CC2=NC3=C1C=CC(=C3)Cl)OC. Cell line: SNB-75. Synergy scores: CSS=19.6, Synergy_ZIP=-0.694, Synergy_Bliss=3.95, Synergy_Loewe=0.659, Synergy_HSA=5.48. (4) Drug 1: C1=CC(=CC=C1CCCC(=O)O)N(CCCl)CCCl. Drug 2: C1=NC2=C(N1)C(=S)N=C(N2)N. Cell line: TK-10. Synergy scores: CSS=25.2, Synergy_ZIP=-10.8, Synergy_Bliss=-5.93, Synergy_Loewe=-5.50, Synergy_HSA=-2.02. (5) Drug 1: CC1=C(C=C(C=C1)C(=O)NC2=CC(=CC(=C2)C(F)(F)F)N3C=C(N=C3)C)NC4=NC=CC(=N4)C5=CN=CC=C5. Drug 2: CC12CCC3C(C1CCC2OP(=O)(O)O)CCC4=C3C=CC(=C4)OC(=O)N(CCCl)CCCl.[Na+]. Cell line: SR. Synergy scores: CSS=43.2, Synergy_ZIP=12.5, Synergy_Bliss=15.7, Synergy_Loewe=9.34, Synergy_HSA=12.1.